Dataset: Acute oral toxicity (LD50) regression data from Zhu et al.. Task: Regression/Classification. Given a drug SMILES string, predict its toxicity properties. Task type varies by dataset: regression for continuous values (e.g., LD50, hERG inhibition percentage) or binary classification for toxic/non-toxic outcomes (e.g., AMES mutagenicity, cardiotoxicity, hepatotoxicity). Dataset: ld50_zhu. (1) The drug is C=CC(=O)OCC(CO)(COC(=O)C=C)COC(=O)C=C. The rat oral LD50 is 2.08, given as -log10 of the dose in mol/kg body weight (higher means more acutely toxic). (2) The rat oral LD50 is 2.83, given as -log10 of the dose in mol/kg body weight (higher means more acutely toxic). The drug is CCCC(=O)c1ccc2c(c1)N(CCCN1CCN(C)CC1)c1ccccc1S2. (3) The molecule is O=C(CCCCC(=O)OCC1CCC2OC2C1)OCC1CCC2OC2C1. The rat oral LD50 is 1.92, given as -log10 of the dose in mol/kg body weight (higher means more acutely toxic). (4) The molecule is COc1ccc2ccc(=O)oc2c1CC=C(C)C. The rat oral LD50 is 1.93, given as -log10 of the dose in mol/kg body weight (higher means more acutely toxic). (5) The drug is CCC(O)(c1ccccc1)c1cccc(C(F)(F)F)c1. The rat oral LD50 is 2.10, given as -log10 of the dose in mol/kg body weight (higher means more acutely toxic). (6) The molecule is CCOC(=O)c1cnc2cc(OCC3CC3)c(OCC3CC3)cc2c1O. The rat oral LD50 is 2.08, given as -log10 of the dose in mol/kg body weight (higher means more acutely toxic). (7) The molecule is CC(C)c1cccc(OC(=O)N(C)N=O)c1. The rat oral LD50 is 2.75, given as -log10 of the dose in mol/kg body weight (higher means more acutely toxic). (8) The drug is CCC(C)C(C)C=O. The rat oral LD50 is 1.51, given as -log10 of the dose in mol/kg body weight (higher means more acutely toxic). (9) The molecule is CC(C)OP(OC(C)C)OC(C)C. The rat oral LD50 is 3.10, given as -log10 of the dose in mol/kg body weight (higher means more acutely toxic). (10) The molecule is C1C2CC3OC3C2CC2OC12. The rat oral LD50 is 1.85, given as -log10 of the dose in mol/kg body weight (higher means more acutely toxic).